Task: Regression. Given two drug SMILES strings and cell line genomic features, predict the synergy score measuring deviation from expected non-interaction effect.. Dataset: NCI-60 drug combinations with 297,098 pairs across 59 cell lines (1) Drug 1: C1=NC2=C(N1)C(=S)N=C(N2)N. Drug 2: CN(CCCl)CCCl.Cl. Cell line: OVCAR-4. Synergy scores: CSS=26.6, Synergy_ZIP=3.21, Synergy_Bliss=5.56, Synergy_Loewe=-1.46, Synergy_HSA=4.27. (2) Drug 2: CC1C(C(CC(O1)OC2CC(OC(C2O)C)OC3=CC4=CC5=C(C(=O)C(C(C5)C(C(=O)C(C(C)O)O)OC)OC6CC(C(C(O6)C)O)OC7CC(C(C(O7)C)O)OC8CC(C(C(O8)C)O)(C)O)C(=C4C(=C3C)O)O)O)O. Drug 1: C1=CN(C=N1)CC(O)(P(=O)(O)O)P(=O)(O)O. Cell line: OVCAR-4. Synergy scores: CSS=46.1, Synergy_ZIP=-0.609, Synergy_Bliss=-1.28, Synergy_Loewe=-2.07, Synergy_HSA=-2.03.